Predict the reaction yield, written as a fraction of the theoretical maximum amount of product (1.0 means a 100% yield; for example, 0.34 means a 34% yield). From a dataset of Reaction yield outcomes from USPTO patents with 853,638 reactions. (1) The reactants are Cl.[Br:2][C:3]1[C:8]([CH2:9][NH2:10])=[CH:7][CH:6]=[CH:5][N:4]=1.[Cl:11][C:12]1[C:17]([Cl:18])=[CH:16][CH:15]=[CH:14][C:13]=1[N:19]=[C:20]=[S:21]. No catalyst specified. The product is [Br:2][C:3]1[C:8]([CH2:9][NH:10][C:20]([NH:19][C:13]2[CH:14]=[CH:15][CH:16]=[C:17]([Cl:18])[C:12]=2[Cl:11])=[S:21])=[CH:7][CH:6]=[CH:5][N:4]=1. The yield is 0.550. (2) The reactants are [OH:1][C:2]1([CH:13]([N+:15]([O-:17])=[O:16])[CH3:14])[CH2:5][N:4](C(OC(C)(C)C)=O)[CH2:3]1.[ClH:18]. The catalyst is CO.O1CCOCC1. The product is [ClH:18].[N+:15]([CH:13]([C:2]1([OH:1])[CH2:5][NH:4][CH2:3]1)[CH3:14])([O-:17])=[O:16]. The yield is 0.960.